Dataset: NCI-60 drug combinations with 297,098 pairs across 59 cell lines. Task: Regression. Given two drug SMILES strings and cell line genomic features, predict the synergy score measuring deviation from expected non-interaction effect. (1) Drug 1: CNC(=O)C1=CC=CC=C1SC2=CC3=C(C=C2)C(=NN3)C=CC4=CC=CC=N4. Drug 2: CN(C(=O)NC(C=O)C(C(C(CO)O)O)O)N=O. Cell line: U251. Synergy scores: CSS=14.5, Synergy_ZIP=-2.88, Synergy_Bliss=-1.49, Synergy_Loewe=-48.8, Synergy_HSA=-1.68. (2) Drug 1: C1CCN(CC1)CCOC2=CC=C(C=C2)C(=O)C3=C(SC4=C3C=CC(=C4)O)C5=CC=C(C=C5)O. Drug 2: CC1=CC=C(C=C1)C2=CC(=NN2C3=CC=C(C=C3)S(=O)(=O)N)C(F)(F)F. Cell line: K-562. Synergy scores: CSS=4.02, Synergy_ZIP=0.396, Synergy_Bliss=-0.238, Synergy_Loewe=-1.81, Synergy_HSA=-2.38. (3) Drug 1: CC1=C(C=C(C=C1)NC(=O)C2=CC=C(C=C2)CN3CCN(CC3)C)NC4=NC=CC(=N4)C5=CN=CC=C5. Drug 2: C1CCC(C(C1)N)N.C(=O)(C(=O)[O-])[O-].[Pt+4]. Cell line: NCIH23. Synergy scores: CSS=14.6, Synergy_ZIP=-1.39, Synergy_Bliss=2.93, Synergy_Loewe=1.63, Synergy_HSA=1.71.